This data is from Reaction yield outcomes from USPTO patents with 853,638 reactions. The task is: Predict the reaction yield, written as a fraction of the theoretical maximum amount of product (1.0 means a 100% yield; for example, 0.34 means a 34% yield). The reactants are [F:1][C:2]1[CH:10]=[C:9]2[C:5]([CH:6]=[C:7]([C:11]([CH3:19])([CH3:18])[CH2:12][C:13](OCC)=[O:14])[NH:8]2)=[CH:4][C:3]=1[N+:20]([O-:22])=[O:21].CC(C[AlH]CC(C)C)C. The catalyst is C(Cl)Cl. The product is [F:1][C:2]1[CH:10]=[C:9]2[C:5]([CH:6]=[C:7]([C:11]([CH3:19])([CH3:18])[CH2:12][CH2:13][OH:14])[NH:8]2)=[CH:4][C:3]=1[N+:20]([O-:22])=[O:21]. The yield is 0.220.